The task is: Regression. Given a peptide amino acid sequence and an MHC pseudo amino acid sequence, predict their binding affinity value. This is MHC class I binding data.. This data is from Peptide-MHC class I binding affinity with 185,985 pairs from IEDB/IMGT. The peptide sequence is VYMPASWVM. The MHC is HLA-A30:02 with pseudo-sequence HLA-A30:02. The binding affinity (normalized) is 0.0806.